Dataset: Reaction yield outcomes from USPTO patents with 853,638 reactions. Task: Predict the reaction yield, written as a fraction of the theoretical maximum amount of product (1.0 means a 100% yield; for example, 0.34 means a 34% yield). (1) The reactants are [F:1][C:2]([F:22])([F:21])[C:3]1[CH:4]=[C:5]([CH:14]=[C:15]([C:17]([F:20])([F:19])[F:18])[CH:16]=1)[CH2:6][NH:7][C:8]1[N:9]=[N:10][N:11]([CH3:13])[N:12]=1.[H-].[Na+].Br[CH2:26][C:27]1[CH:32]=[C:31]([C:33]([F:36])([F:35])[F:34])[CH:30]=[CH:29][C:28]=1[C@H:37]([CH:40]1[CH2:45][CH2:44][CH2:43][CH2:42][CH2:41]1)[O:38][CH3:39]. The catalyst is CN(C=O)C. The yield is 0.480. The product is [F:18][C:17]([F:19])([F:20])[C:15]1[CH:14]=[C:5]([CH:4]=[C:3]([C:2]([F:1])([F:21])[F:22])[CH:16]=1)[CH2:6][N:7]([CH2:26][C:27]1[CH:32]=[C:31]([C:33]([F:34])([F:35])[F:36])[CH:30]=[CH:29][C:28]=1[C@H:37]([CH:40]1[CH2:45][CH2:44][CH2:43][CH2:42][CH2:41]1)[O:38][CH3:39])[C:8]1[N:9]=[N:10][N:11]([CH3:13])[N:12]=1. (2) The reactants are [CH3:1][C:2]1[CH:7]=[CH:6][C:5]([CH2:8][N:9]([CH:22]2[CH2:27][CH2:26][N:25]([CH3:28])[CH2:24][CH2:23]2)[C:10](=[O:21])[CH2:11][C:12]2[CH:17]=[CH:16][C:15]([O:18]C)=[C:14]([OH:20])[CH:13]=2)=[CH:4][CH:3]=1.B(Br)(Br)Br. The catalyst is C(Cl)Cl. The product is [CH3:1][C:2]1[CH:3]=[CH:4][C:5]([CH2:8][N:9]([CH:22]2[CH2:27][CH2:26][N:25]([CH3:28])[CH2:24][CH2:23]2)[C:10](=[O:21])[CH2:11][C:12]2[CH:17]=[CH:16][C:15]([OH:18])=[C:14]([OH:20])[CH:13]=2)=[CH:6][CH:7]=1. The yield is 0.480. (3) The reactants are C(OC(=O)[NH:7][C:8]([C:11]1[CH:16]=[C:15]([C:17]([F:20])([F:19])[F:18])[CH:14]=[C:13]([C:21](=[O:44])[NH:22][C:23]2[CH:28]=[CH:27][C:26]([CH3:29])=[C:25]([C:30]3[CH:35]=[C:34]([N:36]4[CH2:41][CH2:40][O:39][CH2:38][CH2:37]4)[C:33](=[O:42])[N:32]([CH3:43])[CH:31]=3)[CH:24]=2)[CH:12]=1)([CH3:10])[CH3:9])(C)(C)C.C(O)(C(F)(F)F)=O. The catalyst is C(Cl)Cl. The product is [NH2:7][C:8]([C:11]1[CH:12]=[C:13]([CH:14]=[C:15]([C:17]([F:18])([F:20])[F:19])[CH:16]=1)[C:21]([NH:22][C:23]1[CH:28]=[CH:27][C:26]([CH3:29])=[C:25]([C:30]2[CH:35]=[C:34]([N:36]3[CH2:37][CH2:38][O:39][CH2:40][CH2:41]3)[C:33](=[O:42])[N:32]([CH3:43])[CH:31]=2)[CH:24]=1)=[O:44])([CH3:9])[CH3:10]. The yield is 0.570. (4) The reactants are Cl.[NH:2]1[CH2:5][CH:4]([N:6]2[CH:10]=[C:9]([C:11]3[C:19]4[C:14](=[CH:15][C:16]([F:20])=[CH:17][CH:18]=4)[N:13]([S:21]([C:24]4[CH:29]=[CH:28][CH:27]=[CH:26][CH:25]=4)(=[O:23])=[O:22])[CH:12]=3)[CH:8]=[N:7]2)[CH2:3]1.CCN(CC)CC.[Si]([N:41]=[C:42]=[O:43])(C)(C)C. No catalyst specified. The product is [F:20][C:16]1[CH:15]=[C:14]2[C:19]([C:11]([C:9]3[CH:8]=[N:7][N:6]([CH:4]4[CH2:3][N:2]([C:42]([NH2:41])=[O:43])[CH2:5]4)[CH:10]=3)=[CH:12][N:13]2[S:21]([C:24]2[CH:29]=[CH:28][CH:27]=[CH:26][CH:25]=2)(=[O:22])=[O:23])=[CH:18][CH:17]=1. The yield is 1.00. (5) The reactants are [H-].[Na+].C([O:5][C:6]([C:8]1([CH:24](O)[CH3:25])[CH2:12][CH2:11][CH:10]([O:13][Si:14]([CH:21]([CH3:23])[CH3:22])([CH:18]([CH3:20])[CH3:19])[CH:15]([CH3:17])[CH3:16])[CH2:9]1)=[O:7])C.C1C(Cl)=CN=C(N(S(C(F)(F)F)(=O)=O)S(C(F)(F)F)(=O)=O)C=1. The catalyst is O1CCCC1. The product is [CH:21]([Si:14]([CH:15]([CH3:17])[CH3:16])([CH:18]([CH3:20])[CH3:19])[O:13][CH:10]1[CH2:11][CH2:12][C:8]([CH:24]=[CH2:25])([C:6]([OH:7])=[O:5])[CH2:9]1)([CH3:23])[CH3:22]. The yield is 0.150. (6) The reactants are Cl.[NH2:2][CH2:3][C:4]1[CH:13]=[CH:12][C:7]([C:8]([O:10][CH3:11])=[O:9])=[CH:6][CH:5]=1.C(N(CC)CC)C.O.ON1C2C=CC=CC=2N=N1.[NH2:32][C:33]1[CH:41]=[CH:40][C:39]([I:42])=[CH:38][C:34]=1[C:35](O)=[O:36].Cl.CN(C)CCCN=C=NCC. The catalyst is CN(C)C=O. The product is [NH2:32][C:33]1[CH:41]=[CH:40][C:39]([I:42])=[CH:38][C:34]=1[C:35]([NH:2][CH2:3][C:4]1[CH:5]=[CH:6][C:7]([C:8]([O:10][CH3:11])=[O:9])=[CH:12][CH:13]=1)=[O:36]. The yield is 0.700.